Dataset: Forward reaction prediction with 1.9M reactions from USPTO patents (1976-2016). Task: Predict the product of the given reaction. (1) The product is: [Cl:1][C:2]1[C:3]([F:35])=[C:4]([C:9]2([C:31]([F:34])([F:32])[F:33])[CH2:13][CH2:12][N:11]([C:14]3[CH:26]=[CH:25][C:17]([CH2:18][NH:19][C:20]([CH:22]4[CH2:23][CH2:24]4)=[O:21])=[C:16]([C:27]([F:28])([F:29])[F:30])[CH:15]=3)[CH:10]2[OH:37])[CH:5]=[C:6]([Cl:8])[CH:7]=1. Given the reactants [Cl:1][C:2]1[C:3]([F:35])=[C:4]([C:9]2([C:31]([F:34])([F:33])[F:32])[CH2:13][CH2:12][N:11]([C:14]3[CH:26]=[CH:25][C:17]([CH2:18][NH:19][C:20]([CH:22]4[CH2:24][CH2:23]4)=[O:21])=[C:16]([C:27]([F:30])([F:29])[F:28])[CH:15]=3)[CH2:10]2)[CH:5]=[C:6]([Cl:8])[CH:7]=1.[N+]([O-])([O-])=[O:37].[NH4+].[Ce].COC(C)(C)C, predict the reaction product. (2) Given the reactants [Cl:1][C:2]1[N:3]=[C:4]([C:12]([O:14][CH2:15][CH3:16])=C)[C:5]2[C:10]([CH:11]=1)=[CH:9][CH:8]=[CH:7][CH:6]=2.[Mn]([O-])(=O)(=O)=[O:18].[K+], predict the reaction product. The product is: [Cl:1][C:2]1[N:3]=[C:4]([C:12]([O:14][CH2:15][CH3:16])=[O:18])[C:5]2[C:10]([CH:11]=1)=[CH:9][CH:8]=[CH:7][CH:6]=2.